This data is from Experimentally validated miRNA-target interactions with 360,000+ pairs, plus equal number of negative samples. The task is: Binary Classification. Given a miRNA mature sequence and a target amino acid sequence, predict their likelihood of interaction. The miRNA is hsa-miR-8052 with sequence CGGGACUGUAGAGGGCAUGAGC. The protein sequence of the target gene is MDSLYVEEVAASLVREFLSRKGLNKTFVTMDQERPRCELSINSRNDLRKVLHLEFLYKENKAKEKPLRTNLELITRYFLDNVGNTDNSESQEVPIPAIPVPKKNNKLPLRHSETTLVNIYDLSDEDTGRRTSWSEAGKARHDSLDGDILGNFVSSKKPSHKSKAAHVDLGDSLPLVPAWEKVDQLHSSEPGIDVKKTMERTRPKSGLIVRGMMAGPVASSPQDSFRKRSLRRSSALSRKLQTPEEIQQQSEPFVHTPAYLGPQEVPDSSSDSVSRSPLGQLNELSIEKPNVTSSSQGLSQ.... Result: 0 (no interaction).